Dataset: Reaction yield outcomes from USPTO patents with 853,638 reactions. Task: Predict the reaction yield, written as a fraction of the theoretical maximum amount of product (1.0 means a 100% yield; for example, 0.34 means a 34% yield). (1) The yield is 0.980. The reactants are C(=O)([O-])[O-].[K+].[K+].[CH3:7][O:8][C:9]1[CH:10]=[CH:11][C:12]([C:23]2[CH:28]=[CH:27][CH:26]=[C:25]([C:29]([F:32])([F:31])[F:30])[CH:24]=2)=[C:13]2[C:17]=1[C:16](=[O:18])[CH:15]([C:19]([O:21][CH3:22])=[O:20])[CH2:14]2.Br[CH2:34][C:35]1[CH:44]=[CH:43][C:38]([C:39]([O:41][CH3:42])=[O:40])=[CH:37][CH:36]=1. The catalyst is CC(C)=O.O. The product is [CH3:7][O:8][C:9]1[CH:10]=[CH:11][C:12]([C:23]2[CH:28]=[CH:27][CH:26]=[C:25]([C:29]([F:31])([F:30])[F:32])[CH:24]=2)=[C:13]2[C:17]=1[C:16](=[O:18])[C:15]([CH2:34][C:35]1[CH:36]=[CH:37][C:38]([C:39]([O:41][CH3:42])=[O:40])=[CH:43][CH:44]=1)([C:19]([O:21][CH3:22])=[O:20])[CH2:14]2. (2) The reactants are [Cl:1][C:2]1[C:3]([NH2:9])=[N:4][CH:5]=[C:6]([Cl:8])[CH:7]=1.[C:10](N1C=CC=CC1=O)(N1C=CC=CC1=O)=[S:11]. The catalyst is ClCCl. The product is [Cl:1][C:2]1[C:3]([N:9]=[C:10]=[S:11])=[N:4][CH:5]=[C:6]([Cl:8])[CH:7]=1. The yield is 0.880. (3) The reactants are [N:1]#[C:2]Br.[CH2:4]([C:7]1[CH:13]=[CH:12][CH:11]=[CH:10][C:8]=1[NH2:9])[CH2:5][CH3:6].O. The catalyst is CCOCC. The product is [CH2:4]([C:7]1[CH:13]=[CH:12][CH:11]=[CH:10][C:8]=1[NH:9][C:2]#[N:1])[CH2:5][CH3:6]. The yield is 0.260.